This data is from Full USPTO retrosynthesis dataset with 1.9M reactions from patents (1976-2016). The task is: Predict the reactants needed to synthesize the given product. (1) Given the product [OH:31][C:29]([C:27]1[S:28][C:24]([C:21]2[CH:20]=[N:19][C:18]([N:15]3[C:16]4[C:12](=[CH:11][CH:10]=[C:9]([C:7]([N:1]5[CH2:6][CH2:5][O:4][CH2:3][CH2:2]5)=[O:8])[CH:17]=4)[C:13]4([CH2:33][CH2:32]4)[CH2:14]3)=[N:23][CH:22]=2)=[CH:25][CH:26]=1)([CH3:34])[CH3:30], predict the reactants needed to synthesize it. The reactants are: [N:1]1([C:7]([C:9]2[CH:17]=[C:16]3[C:12]([C:13]4([CH2:33][CH2:32]4)[CH2:14][N:15]3[C:18]3[N:23]=[CH:22][C:21]([C:24]4[S:28][C:27]([C:29](=[O:31])[CH3:30])=[CH:26][CH:25]=4)=[CH:20][N:19]=3)=[CH:11][CH:10]=2)=[O:8])[CH2:6][CH2:5][O:4][CH2:3][CH2:2]1.[CH3:34]COCC. (2) The reactants are: Cl.[CH3:2][C:3]1([C:17]([O:19][CH2:20][CH3:21])=[O:18])[CH2:8][CH2:7][N:6]([C:9]2[CH2:16][C:12]3([CH2:15][NH:14][CH2:13]3)[O:11][N:10]=2)[CH2:5][CH2:4]1.[CH2:22]([O:24][C:25]1[CH:30]=[C:29]([CH:31]=O)[CH:28]=[CH:27][C:26]=1[C:33]1[CH:38]=[CH:37][C:36]([F:39])=[CH:35][CH:34]=1)[CH3:23]. Given the product [CH2:22]([O:24][C:25]1[CH:30]=[C:29]([CH2:31][N:14]2[CH2:15][C:12]3([CH2:16][C:9]([N:6]4[CH2:7][CH2:8][C:3]([CH3:2])([C:17]([O:19][CH2:20][CH3:21])=[O:18])[CH2:4][CH2:5]4)=[N:10][O:11]3)[CH2:13]2)[CH:28]=[CH:27][C:26]=1[C:33]1[CH:34]=[CH:35][C:36]([F:39])=[CH:37][CH:38]=1)[CH3:23], predict the reactants needed to synthesize it. (3) Given the product [Cl:1][C:2]1[CH:3]=[CH:4][C:5]([S:31]([CH2:34][CH3:35])(=[O:32])=[O:33])=[C:6]([CH2:8][N:9]2[C:18](=[O:19])[C:17]3[C:12](=[CH:13][C:14]([CH2:24][N:25]4[CH2:26][CH2:27][N:28]([CH:39]5[CH2:40][CH2:41][O:36][CH2:37][CH2:38]5)[CH2:29][CH2:30]4)=[C:15]([C:20]([F:21])([F:23])[F:22])[CH:16]=3)[N:11]=[CH:10]2)[CH:7]=1, predict the reactants needed to synthesize it. The reactants are: [Cl:1][C:2]1[CH:3]=[CH:4][C:5]([S:31]([CH2:34][CH3:35])(=[O:33])=[O:32])=[C:6]([CH2:8][N:9]2[C:18](=[O:19])[C:17]3[C:12](=[CH:13][C:14]([CH2:24][N:25]4[CH2:30][CH2:29][NH:28][CH2:27][CH2:26]4)=[C:15]([C:20]([F:23])([F:22])[F:21])[CH:16]=3)[N:11]=[CH:10]2)[CH:7]=1.[O:36]1[CH2:41][CH2:40][C:39](=O)[CH2:38][CH2:37]1. (4) Given the product [CH2:13]([O:12][C:7]1[CH:8]=[C:9]2[C:4](=[CH:5][CH:6]=1)[CH:3]=[C:2]([B:25]([OH:26])[OH:24])[CH:11]=[CH:10]2)[CH:14]([CH3:15])[CH3:18], predict the reactants needed to synthesize it. The reactants are: Br[C:2]1[CH:11]=[CH:10][C:9]2[C:4](=[CH:5][CH:6]=[C:7]([O:12][CH2:13][CH2:14][CH:15](C)C)[CH:8]=2)[CH:3]=1.[CH2:18]([Li])CCC.C[O:24][B:25](OC)[O:26]C.[Cl-].[NH4+]. (5) Given the product [F:20][C:17]1[CH:18]=[CH:19][C:14]([CH2:13][CH2:12][N:7]2[CH2:8][CH2:9][C@@H:10]([CH3:11])[C@H:5]([CH2:4][NH2:1])[CH2:6]2)=[CH:15][CH:16]=1, predict the reactants needed to synthesize it. The reactants are: [N:1]([CH2:4][C@H:5]1[C@H:10]([CH3:11])[CH2:9][CH2:8][N:7]([CH2:12][CH2:13][C:14]2[CH:19]=[CH:18][C:17]([F:20])=[CH:16][CH:15]=2)[CH2:6]1)=[N+]=[N-]. (6) Given the product [C:9]1([C:2]2[CH:3]=[C:4]([CH:7]=[O:8])[O:5][CH:6]=2)[CH:14]=[CH:13][CH:12]=[CH:11][CH:10]=1, predict the reactants needed to synthesize it. The reactants are: Br[C:2]1[CH:3]=[C:4]([CH:7]=[O:8])[O:5][CH:6]=1.[C:9]1(B(O)O)[CH:14]=[CH:13][CH:12]=[CH:11][CH:10]=1.C([O-])([O-])=O.[Na+].[Na+].O. (7) Given the product [CH3:24][O:23][C:21]1[CH:20]=[CH:19][C:15]2[N:16]=[C:17]([CH3:18])[C:12]3[N:13]([C:9]([C:4]4[CH:3]=[CH:2][S:26][CH:5]=4)=[N:10][C:11]=3[CH3:25])[C:14]=2[N:22]=1, predict the reactants needed to synthesize it. The reactants are: Cl[C:2]1[CH:3]=[C:4]([C:9]2[N:13]3[C:14]4[N:22]=[C:21]([O:23][CH3:24])[CH:20]=[CH:19][C:15]=4[N:16]=[C:17]([CH3:18])[C:12]3=[C:11]([CH3:25])[N:10]=2)[CH:5]=C(Cl)C=1.[S:26]1C=CC(B(O)O)=C1.C([O-])([O-])=O.[K+].[K+]. (8) Given the product [C:32]([O:36][C:37](=[O:43])[NH:38][CH:39]1[CH2:42][N:41]([C:20]2[S:21][C:17](=[CH:16][C:12]3[CH:11]=[C:10]4[C:15](=[CH:14][CH:13]=3)[N:7]([CH2:6][C:5]3[CH:26]=[CH:27][C:2]([Cl:1])=[CH:3][C:4]=3[C:28]([F:31])([F:30])[F:29])[N:8]=[CH:9]4)[C:18](=[O:25])[N:19]=2)[CH2:40]1)([CH3:35])([CH3:33])[CH3:34], predict the reactants needed to synthesize it. The reactants are: [Cl:1][C:2]1[CH:27]=[CH:26][C:5]([CH2:6][N:7]2[C:15]3[C:10](=[CH:11][C:12]([CH:16]=[C:17]4[S:21][C:20](SCC)=[N:19][C:18]4=[O:25])=[CH:13][CH:14]=3)[CH:9]=[N:8]2)=[C:4]([C:28]([F:31])([F:30])[F:29])[CH:3]=1.[C:32]([O:36][C:37](=[O:43])[NH:38][CH:39]1[CH2:42][NH:41][CH2:40]1)([CH3:35])([CH3:34])[CH3:33]. (9) Given the product [O:47]1[CH2:52][CH2:51][CH:50]([CH2:53][NH:54][C:12]([C:9]2[CH:8]=[C:7]([CH2:6][O:5][C:4]3[CH:15]=[CH:16][CH:17]=[C:2]([Br:1])[CH:3]=3)[O:11][N:10]=2)=[O:14])[CH2:49][CH2:48]1, predict the reactants needed to synthesize it. The reactants are: [Br:1][C:2]1[CH:3]=[C:4]([CH:15]=[CH:16][CH:17]=1)[O:5][CH2:6][C:7]1[O:11][N:10]=[C:9]([C:12]([OH:14])=O)[CH:8]=1.C(N(CC)CC)C.Cl.C(N=C=NCCCN(C)C)C.ON1C2C=CC=CC=2N=N1.[O:47]1[CH2:52][CH2:51][CH:50]([CH2:53][NH2:54])[CH2:49][CH2:48]1. (10) Given the product [CH3:10][S:11][C:12]1[CH:13]=[CH:14][C:15]([O:21][CH2:8][CH3:9])=[C:16]([CH:20]=1)[C:17]([O:19][CH2:22][CH3:23])=[O:18], predict the reactants needed to synthesize it. The reactants are: C(=O)([O-])[O-].[K+].[K+].I[CH2:8][CH3:9].[CH3:10][S:11][C:12]1[CH:13]=[CH:14][C:15]([OH:21])=[C:16]([CH:20]=1)[C:17]([OH:19])=[O:18].[CH3:22][C:23](=O)CC.